This data is from Catalyst prediction with 721,799 reactions and 888 catalyst types from USPTO. The task is: Predict which catalyst facilitates the given reaction. (1) Reactant: [F:1][C:2]1[C:3]([F:27])=[C:4]2[O:9][C:8]3([CH2:12][CH2:11][CH2:10]3)[CH2:7][N:6]3[CH:13]=[C:14]([C:22]([O:24][CH2:25][CH3:26])=[O:23])[C:15](=[O:21])[C:16]([C:17]=1[N+:18]([O-])=O)=[C:5]23. Product: [NH2:18][C:17]1[C:16]2[C:15](=[O:21])[C:14]([C:22]([O:24][CH2:25][CH3:26])=[O:23])=[CH:13][N:6]3[CH2:7][C:8]4([CH2:12][CH2:11][CH2:10]4)[O:9][C:4]([C:5]=23)=[C:3]([F:27])[C:2]=1[F:1]. The catalyst class is: 394. (2) Reactant: [H-].[Al+3].[Li+].[H-].[H-].[H-].[O:7]([C:14]1[CH:19]=[CH:18][N:17]=[C:16]([C:20]#[N:21])[CH:15]=1)[C:8]1[CH:13]=[CH:12][CH:11]=[CH:10][CH:9]=1.CO.[Cl-].[NH4+]. Product: [O:7]([C:14]1[CH:19]=[CH:18][N:17]=[C:16]([CH2:20][NH2:21])[CH:15]=1)[C:8]1[CH:9]=[CH:10][CH:11]=[CH:12][CH:13]=1. The catalyst class is: 30. (3) Reactant: [F:1][C:2]([F:6])([F:5])[CH2:3]I.[C:7](=[O:10])([O-])[O-:8].[Cs+].[Cs+].[OH:13][C:14]1[CH:19]=[CH:18][C:17]([C:20]2[C:25](=[O:26])[N:24]([CH2:27][C:28]3[CH:33]=[CH:32][C:31]([C:34]4[C:35]([C:40]#[N:41])=[CH:36][CH:37]=[CH:38][CH:39]=4)=[CH:30][CH:29]=3)[C:23]([CH2:42][CH2:43][CH3:44])=[N:22][C:21]=2[CH3:45])=[CH:16][CH:15]=1.C[N:47](C)C=O. Product: [CH3:45][C:21]1[N:22]=[C:23]([CH2:42][CH2:43][CH3:44])[N:24]([CH2:27][C:28]2[CH:33]=[CH:32][C:31]([C:34]3[CH:39]=[CH:38][CH:37]=[CH:36][C:35]=3[C:40]3[NH:47][C:7](=[O:10])[O:8][N:41]=3)=[CH:30][CH:29]=2)[C:25](=[O:26])[C:20]=1[C:17]1[CH:16]=[CH:15][C:14]([O:13][CH2:3][C:2]([F:6])([F:5])[F:1])=[CH:19][CH:18]=1. The catalyst class is: 13. (4) Reactant: [N+:1]([C:4]1[CH:19]=[CH:18][C:7]([CH2:8][N:9]2[N:13]=[C:12]3[CH:14]=[CH:15][CH:16]=[CH:17][C:11]3=[N:10]2)=[CH:6][CH:5]=1)([O-])=O. Product: [N:10]1[N:9]([CH2:8][C:7]2[CH:18]=[CH:19][C:4]([NH2:1])=[CH:5][CH:6]=2)[N:13]=[C:12]2[CH:14]=[CH:15][CH:16]=[CH:17][C:11]=12. The catalyst class is: 349.